This data is from Full USPTO retrosynthesis dataset with 1.9M reactions from patents (1976-2016). The task is: Predict the reactants needed to synthesize the given product. (1) Given the product [Si:36]([O:43][CH2:44][CH2:45][NH:46][CH2:4][C@@H:3]([NH:6][C:7]1[CH:12]=[CH:11][N:10]2[N:13]=[CH:14][C:15]([C:16]3[CH:21]=[CH:20][C:19]([C:22]4[N:23]([CH2:27][O:28][CH2:29][CH2:30][Si:31]([CH3:33])([CH3:34])[CH3:32])[CH:24]=[CH:25][N:26]=4)=[CH:18][CH:17]=3)=[C:9]2[N:8]=1)[CH:2]([CH3:35])[CH3:1])([C:39]([CH3:41])([CH3:42])[CH3:40])([CH3:38])[CH3:37], predict the reactants needed to synthesize it. The reactants are: [CH3:1][CH:2]([CH3:35])[C@H:3]([NH:6][C:7]1[CH:12]=[CH:11][N:10]2[N:13]=[CH:14][C:15]([C:16]3[CH:21]=[CH:20][C:19]([C:22]4[N:23]([CH2:27][O:28][CH2:29][CH2:30][Si:31]([CH3:34])([CH3:33])[CH3:32])[CH:24]=[CH:25][N:26]=4)=[CH:18][CH:17]=3)=[C:9]2[N:8]=1)[CH:4]=O.[Si:36]([O:43][CH2:44][CH2:45][NH2:46])([C:39]([CH3:42])([CH3:41])[CH3:40])([CH3:38])[CH3:37].[BH-](OC(C)=O)(OC(C)=O)OC(C)=O.[Na+]. (2) Given the product [C:1]([O:4][C@@H:5]1[C@@H:10]([O:11][C:12](=[O:14])[CH3:13])[C@H:9]([O:15][C:16](=[O:18])[CH3:17])[C@@H:8]([S:19][CH3:20])[O:7][C@H:6]1[C:21]1[CH:26]=[CH:25][C:24]([CH3:27])=[C:23]([CH2:28][C:29]2[CH:34]=[CH:33][C:32](/[CH:39]=[CH:38]/[CH2:37][C:36]#[N:40])=[CH:31][CH:30]=2)[CH:22]=1)(=[O:3])[CH3:2], predict the reactants needed to synthesize it. The reactants are: [C:1]([O:4][C@@H:5]1[C@@H:10]([O:11][C:12](=[O:14])[CH3:13])[C@H:9]([O:15][C:16](=[O:18])[CH3:17])[C@@H:8]([S:19][CH3:20])[O:7][C@H:6]1[C:21]1[CH:26]=[CH:25][C:24]([CH3:27])=[C:23]([CH2:28][C:29]2[CH:34]=[CH:33][C:32](Cl)=[CH:31][CH:30]=2)[CH:22]=1)(=[O:3])[CH3:2].[C:36](#[N:40])[CH2:37][CH:38]=[CH2:39].F[B-](F)(F)F.C([PH+](C(C)(C)C)C(C)(C)C)(C)(C)C.C1(C(N)C2CCCCC2)CCCCC1. (3) Given the product [Br:16][CH2:9][CH2:15][CH2:6][CH2:5][CH2:4][CH2:3][CH2:2][CH2:1][OH:8], predict the reactants needed to synthesize it. The reactants are: [CH2:1]([OH:8])[CH2:2][CH2:3][CH2:4][CH2:5][CH2:6]O.[C:9]1([CH3:15])C=CC=CC=1.[BrH:16]. (4) Given the product [Cl:1][C:2]1[CH:7]=[CH:6][C:5]([C:8]2([CH2:14][C:15]([OH:17])=[O:16])[CH2:9][CH2:10][O:11][CH2:12][CH2:13]2)=[CH:4][CH:3]=1, predict the reactants needed to synthesize it. The reactants are: [Cl:1][C:2]1[CH:7]=[CH:6][C:5]([C:8]2([CH:14](C#N)[C:15]([O:17]CC)=[O:16])[CH2:13][CH2:12][O:11][CH2:10][CH2:9]2)=[CH:4][CH:3]=1.[OH-].[K+]. (5) Given the product [C:1]([N:3]=[C:4]([N:7]1[CH2:12][CH2:11][O:10][CH2:9][CH2:8]1)[S:6][CH3:13])#[N:2], predict the reactants needed to synthesize it. The reactants are: [C:1]([N:3]=[C:4]([S-:6])[S-])#[N:2].[NH:7]1[CH2:12][CH2:11][O:10][CH2:9][CH2:8]1.[CH2:13](Cl)Cl. (6) Given the product [CH3:8][O:9][C:10](=[O:35])[C:11]1[CH:16]=[CH:15][CH:14]=[C:13]([CH2:17][N:18]2[C:29]3[C:34](=[CH:33][CH:32]=[CH:31][CH:30]=3)[C:20](=[C:21]([C:2]3[CH:7]=[CH:6][CH:5]=[CH:4][CH:3]=3)[C:22]3[CH:23]=[CH:24][CH:25]=[CH:26][CH:27]=3)[C:19]2=[O:28])[CH:12]=1, predict the reactants needed to synthesize it. The reactants are: I[C:2]1[CH:7]=[CH:6][CH:5]=[CH:4][CH:3]=1.[CH3:8][O:9][C:10](=[O:35])[C:11]1[CH:16]=[CH:15][CH:14]=[C:13]([CH2:17][N:18]([C:29]2[CH:34]=[CH:33][CH:32]=[CH:31][CH:30]=2)[C:19](=[O:28])[C:20]#[C:21][C:22]2[CH:27]=[CH:26][CH:25]=[CH:24][CH:23]=2)[CH:12]=1. (7) The reactants are: [CH3:1][C:2]1[C:3]([N:8](COCCOC)[S:9]([C:12]2[S:13][C:14]([CH3:38])=[CH:15][C:16]=2[C:17]2[CH:22]=[CH:21][C:20]([CH2:23][N:24]3[C:28](=[O:29])[N:27]([C:30]4[CH:35]=[CH:34][CH:33]=[CH:32][CH:31]=4)[N:26]=[C:25]3[CH3:36])=[CH:19][C:18]=2[CH3:37])(=[O:11])=[O:10])=[N:4][O:5][C:6]=1[CH3:7].Cl. Given the product [CH3:1][C:2]1[C:3]([NH:8][S:9]([C:12]2[S:13][C:14]([CH3:38])=[CH:15][C:16]=2[C:17]2[CH:22]=[CH:21][C:20]([CH2:23][N:24]3[C:28](=[O:29])[N:27]([C:30]4[CH:35]=[CH:34][CH:33]=[CH:32][CH:31]=4)[N:26]=[C:25]3[CH3:36])=[CH:19][C:18]=2[CH3:37])(=[O:10])=[O:11])=[N:4][O:5][C:6]=1[CH3:7], predict the reactants needed to synthesize it. (8) Given the product [F:1][C:2]1[CH:3]=[C:4]([CH:7]=[C:8]([OH:10])[CH:9]=1)[CH:5]=[O:22], predict the reactants needed to synthesize it. The reactants are: [F:1][C:2]1[CH:3]=[C:4]([CH:7]=[C:8]([OH:10])[CH:9]=1)[C:5]#N.[H-].C([Al+]CC(C)C)C(C)C.C[OH:22].O. (9) Given the product [CH2:1]([N:4]1[CH2:9][CH:8]2[CH2:7][CH2:6][C:5]1([C@@H:12]([C:37]1[CH:42]=[CH:41][CH:40]=[CH:39][CH:38]=1)[NH:13][S@:14]([C:16]([CH3:19])([CH3:18])[CH3:17])=[O:15])[CH2:11][CH2:10]2)[CH:2]=[CH2:3], predict the reactants needed to synthesize it. The reactants are: [CH2:1]([N:4]1[CH2:9][CH:8]2[CH2:10][CH2:11][C:5]1(/[CH:12]=[N:13]/[S@:14]([C:16]([CH3:19])([CH3:18])[CH3:17])=[O:15])[CH2:6][CH2:7]2)[CH:2]=[CH2:3].IC.CC([S@@](N)=O)(C)C.CC(S(N)(=O)=O)(C)C.[C:37]1([Mg]Br)[CH:42]=[CH:41][CH:40]=[CH:39][CH:38]=1.